Dataset: Full USPTO retrosynthesis dataset with 1.9M reactions from patents (1976-2016). Task: Predict the reactants needed to synthesize the given product. (1) Given the product [CH:2]([C:3]1[CH:4]=[CH:5][C:6]([NH:9][C:10]([C:12]2[CH:16]=[C:15]([C:17]3[CH:22]=[CH:21][CH:20]=[CH:19][CH:18]=3)[O:14][N:13]=2)=[O:11])=[CH:7][CH:8]=1)=[O:1], predict the reactants needed to synthesize it. The reactants are: [OH:1][CH2:2][C:3]1[CH:8]=[CH:7][C:6]([NH:9][C:10]([C:12]2[CH:16]=[C:15]([C:17]3[CH:22]=[CH:21][CH:20]=[CH:19][CH:18]=3)[O:14][N:13]=2)=[O:11])=[CH:5][CH:4]=1. (2) Given the product [CH3:13][S:14][C:2]1[CH:10]=[C:9]2[C:5]([C:6](=[O:12])[C:7](=[O:11])[NH:8]2)=[CH:4][CH:3]=1, predict the reactants needed to synthesize it. The reactants are: Br[C:2]1[CH:10]=[C:9]2[C:5]([C:6](=[O:12])[C:7](=[O:11])[NH:8]2)=[CH:4][CH:3]=1.[CH3:13][S-:14].[Na+].